This data is from Retrosynthesis with 50K atom-mapped reactions and 10 reaction types from USPTO. The task is: Predict the reactants needed to synthesize the given product. (1) Given the product Nc1cccc(Cl)c1Cl, predict the reactants needed to synthesize it. The reactants are: O=[N+]([O-])c1cccc(Cl)c1Cl. (2) Given the product CCOCCn1c(N2CCCN(CCC3(Cc4ccc(F)cc4)CCN(Cc4cc(OC)c(OC)c(OC)c4)C3=O)CC2)nc2ccccc21, predict the reactants needed to synthesize it. The reactants are: CCOCCn1c(N2CCCNCC2)nc2ccccc21.COc1cc(CN2CCC(CCOS(C)(=O)=O)(Cc3ccc(F)cc3)C2=O)cc(OC)c1OC. (3) Given the product Cc1ccc2c(N3CCN(CCc4ccc5c(c4)N(C)C(=O)CO5)CC3C)cccc2n1, predict the reactants needed to synthesize it. The reactants are: CI.Cc1ccc2c(N3CCN(CCc4ccc5c(c4)NC(=O)CO5)CC3C)cccc2n1.